Dataset: Full USPTO retrosynthesis dataset with 1.9M reactions from patents (1976-2016). Task: Predict the reactants needed to synthesize the given product. Given the product [OH:1][CH:2]1[CH2:3][CH2:4][CH:5]([C:8]([NH:14][CH:12]([CH3:13])[CH3:11])=[O:10])[CH2:6][CH2:7]1, predict the reactants needed to synthesize it. The reactants are: [OH:1][CH:2]1[CH2:7][CH2:6][CH:5]([C:8]([OH:10])=O)[CH2:4][CH2:3]1.[CH3:11][CH:12]([NH2:14])[CH3:13].